Dataset: Full USPTO retrosynthesis dataset with 1.9M reactions from patents (1976-2016). Task: Predict the reactants needed to synthesize the given product. (1) Given the product [ClH:39].[ClH:39].[ClH:39].[C:29]([C:21]1[CH:20]=[C:19]([N:16]2[CH2:17][CH2:18][N:13]([C@@H:11]3[CH2:12][NH:8][C@H:9]([C:32]([N:34]4[CH2:38][CH2:37][S:36][CH2:35]4)=[O:33])[CH2:10]3)[CH2:14][CH2:15]2)[C:28]2[C:23](=[CH:24][CH:25]=[CH:26][CH:27]=2)[N:22]=1)(=[O:31])[NH2:30], predict the reactants needed to synthesize it. The reactants are: C(OC([N:8]1[CH2:12][C@@H:11]([N:13]2[CH2:18][CH2:17][N:16]([C:19]3[C:28]4[C:23](=[CH:24][CH:25]=[CH:26][CH:27]=4)[N:22]=[C:21]([C:29](=[O:31])[NH2:30])[CH:20]=3)[CH2:15][CH2:14]2)[CH2:10][C@H:9]1[C:32]([N:34]1[CH2:38][CH2:37][S:36][CH2:35]1)=[O:33])=O)(C)(C)C.[ClH:39].Cl.Cl.COC(C1C=C(N2CCN([C@@H]3CN[C@H](C(N4CCSC4)=O)C3)CC2)C2C(=CC=CC=2)N=1)=O. (2) Given the product [CH2:1]([O:3][C:4]1[C:8]([CH2:9][CH2:10][O:11][C:23]2[CH:27]=[C:26]([CH2:28][CH2:29][C:30]([OH:32])=[O:31])[N:25]([C:35]3[CH:40]=[CH:39][CH:38]=[CH:37][CH:36]=3)[N:24]=2)=[CH:7][N:6]([C:12]2[CH:17]=[CH:16][C:15]([C:18]([F:20])([F:19])[F:21])=[CH:14][N:13]=2)[N:5]=1)[CH3:2], predict the reactants needed to synthesize it. The reactants are: [CH2:1]([O:3][C:4]1[C:8]([CH2:9][CH2:10][OH:11])=[CH:7][N:6]([C:12]2[CH:17]=[CH:16][C:15]([C:18]([F:21])([F:20])[F:19])=[CH:14][N:13]=2)[N:5]=1)[CH3:2].O[C:23]1[CH:27]=[C:26]([CH2:28][CH2:29][C:30]([O:32]CC)=[O:31])[N:25]([C:35]2[CH:40]=[CH:39][CH:38]=[CH:37][CH:36]=2)[N:24]=1.C(P(CCCC)CCCC)CCC.N(C(N1CCCCC1)=O)=NC(N1CCCCC1)=O. (3) Given the product [Br:18][C:15]1[CH:16]=[CH:17][C:12]([C:10]([C:8]2[CH:9]=[C:4]([N:1]3[CH:24]=[C:23]([CH2:22][CH2:21][OH:25])[N:3]=[N:2]3)[CH:5]=[CH:6][C:7]=2[CH3:20])=[O:11])=[C:13]([Cl:19])[CH:14]=1, predict the reactants needed to synthesize it. The reactants are: [N:1]([C:4]1[CH:5]=[CH:6][C:7]([CH3:20])=[C:8]([C:10]([C:12]2[CH:17]=[CH:16][C:15]([Br:18])=[CH:14][C:13]=2[Cl:19])=[O:11])[CH:9]=1)=[N+:2]=[N-:3].[CH2:21]([OH:25])[CH2:22][C:23]#[CH:24].O=C1O[C@H]([C@H](CO)O)C([O-])=C1O.[Na+].CCOC(C)=O.O. (4) The reactants are: [NH2:1][C:2]1[N:7]=[C:6]([C:8]([OH:10])=O)[CH:5]=[CH:4][C:3]=1[NH:11][CH2:12][C:13]1[CH:18]=[CH:17][CH:16]=[C:15]([Br:19])[CH:14]=1.[NH:20]1[CH2:25][CH2:24][O:23][CH2:22][CH2:21]1.Cl.C(N=C=NCCCN(C)C)C.ON1C2N=CC=CC=2N=N1. Given the product [NH2:1][C:2]1[N:7]=[C:6]([C:8]([N:20]2[CH2:25][CH2:24][O:23][CH2:22][CH2:21]2)=[O:10])[CH:5]=[CH:4][C:3]=1[NH:11][CH2:12][C:13]1[CH:18]=[CH:17][CH:16]=[C:15]([Br:19])[CH:14]=1, predict the reactants needed to synthesize it. (5) The reactants are: [CH3:1][C:2]1([CH3:18])[NH:7][C:6]2[CH:8]=[C:9]([C:11]3[CH:12]=[N:13][NH:14][C:15]=3[CH3:16])[S:10][C:5]=2[C:4](=[O:17])[NH:3]1.[Br:19]Br.C([O-])(O)=O.[Na+]. Given the product [Br:19][C:8]1[C:6]2[NH:7][C:2]([CH3:18])([CH3:1])[NH:3][C:4](=[O:17])[C:5]=2[S:10][C:9]=1[C:11]1[CH:12]=[N:13][NH:14][C:15]=1[CH3:16], predict the reactants needed to synthesize it. (6) Given the product [F:25][C:22]1[CH:21]=[CH:20][C:19]([C:8]2([CH2:7][CH2:6][CH:2]=[O:1])[C:16]3[C:11](=[CH:12][C:13]([C:17]#[N:18])=[CH:14][CH:15]=3)[CH2:10][O:9]2)=[CH:24][CH:23]=1, predict the reactants needed to synthesize it. The reactants are: [O:1]1CCO[CH:2]1[CH2:6][CH2:7][C:8]1([C:19]2[CH:24]=[CH:23][C:22]([F:25])=[CH:21][CH:20]=2)[C:16]2[C:11](=[CH:12][C:13]([C:17]#[N:18])=[CH:14][CH:15]=2)[CH2:10][O:9]1. (7) Given the product [CH2:21]([N:8]([CH2:6][CH3:7])[CH2:9][C:10]1[CH:15]=[CH:14][C:13]([F:16])=[C:12]([N+:17]([O-:19])=[O:18])[CH:11]=1)[CH3:22], predict the reactants needed to synthesize it. The reactants are: C1COCC1.[CH2:6]([N:8]([CH2:21][CH3:22])[C:9](=O)[C:10]1[CH:15]=[CH:14][C:13]([F:16])=[C:12]([N+:17]([O-:19])=[O:18])[CH:11]=1)[CH3:7].B.C1COCC1.